Dataset: Forward reaction prediction with 1.9M reactions from USPTO patents (1976-2016). Task: Predict the product of the given reaction. Given the reactants [H-].COCCO[Al+]OCCOC.[Na+].[H-].[Cl:15][C:16]1[CH:17]=[C:18]([NH:33][C:34]2[C:35]3[N:42]([CH2:43][C:44]#[C:45][CH2:46][OH:47])[CH:41]=[CH:40][C:36]=3[N:37]=[CH:38][N:39]=2)[CH:19]=[CH:20][C:21]=1[O:22][C:23]1[CH:28]=[CH:27][CH:26]=[C:25]([C:29]([F:32])([F:31])[F:30])[CH:24]=1.C(=O)([O-])[O-].[K+].[K+], predict the reaction product. The product is: [Cl:15][C:16]1[CH:17]=[C:18]([NH:33][C:34]2[C:35]3[N:42]([CH2:43]/[CH:44]=[CH:45]/[CH2:46][OH:47])[CH:41]=[CH:40][C:36]=3[N:37]=[CH:38][N:39]=2)[CH:19]=[CH:20][C:21]=1[O:22][C:23]1[CH:28]=[CH:27][CH:26]=[C:25]([C:29]([F:32])([F:31])[F:30])[CH:24]=1.